The task is: Predict the reactants needed to synthesize the given product.. This data is from Full USPTO retrosynthesis dataset with 1.9M reactions from patents (1976-2016). (1) Given the product [N:41]1[CH:42]=[CH:43][N:44]=[CH:45][C:40]=1[C:2]1[N:3]=[CH:4][C:5]([O:33][CH3:34])=[C:6]2[C:10]=1[NH:9][CH:8]=[C:7]2[C:11](=[O:32])[C:12]([N:14]1[CH2:19][CH2:18][N:17]([C:20]2[C:21](=[O:31])[C:22](=[O:30])[C:23]=2[C:24]2[CH:29]=[CH:28][CH:27]=[CH:26][CH:25]=2)[CH2:16][CH2:15]1)=[O:13], predict the reactants needed to synthesize it. The reactants are: Br[C:2]1[N:3]=[CH:4][C:5]([O:33][CH3:34])=[C:6]2[C:10]=1[NH:9][CH:8]=[C:7]2[C:11](=[O:32])[C:12]([N:14]1[CH2:19][CH2:18][N:17]([C:20]2[C:21](=[O:31])[C:22](=[O:30])[C:23]=2[C:24]2[CH:29]=[CH:28][CH:27]=[CH:26][CH:25]=2)[CH2:16][CH2:15]1)=[O:13].C([Sn](CCCC)(CCCC)[C:40]1[CH:45]=[N:44][CH:43]=[CH:42][N:41]=1)CCC. (2) The reactants are: [Cl:1][C:2]1[C:3]([N:13]2[CH2:18][CH2:17][NH:16][CH2:15][CH2:14]2)=[N:4][CH:5]=[C:6]([CH:12]=1)[C:7]([O:9][CH2:10][CH3:11])=[O:8].[N:19]([C:22]1[CH:27]=[CH:26][CH:25]=[C:24]([CH3:28])[CH:23]=1)=[C:20]=[O:21]. Given the product [Cl:1][C:2]1[C:3]([N:13]2[CH2:18][CH2:17][N:16]([C:20]([NH:19][C:22]3[CH:27]=[CH:26][CH:25]=[C:24]([CH3:28])[CH:23]=3)=[O:21])[CH2:15][CH2:14]2)=[N:4][CH:5]=[C:6]([CH:12]=1)[C:7]([O:9][CH2:10][CH3:11])=[O:8], predict the reactants needed to synthesize it. (3) Given the product [C:22]([O:26][C:27](=[O:32])[NH:28][CH2:29][CH2:30][NH:31][C:3]1[N:4]=[N:5][C:6]([C:20]#[N:21])=[C:7]([N:9]2[CH2:15][CH2:14][C:13]3[CH:16]=[CH:17][CH:18]=[CH:19][C:12]=3[CH2:11][CH2:10]2)[N:8]=1)([CH3:25])([CH3:23])[CH3:24], predict the reactants needed to synthesize it. The reactants are: CS[C:3]1[N:4]=[N:5][C:6]([C:20]#[N:21])=[C:7]([N:9]2[CH2:15][CH2:14][C:13]3[CH:16]=[CH:17][CH:18]=[CH:19][C:12]=3[CH2:11][CH2:10]2)[N:8]=1.[C:22]([O:26][C:27](=[O:32])[NH:28][CH2:29][CH2:30][NH2:31])([CH3:25])([CH3:24])[CH3:23]. (4) Given the product [CH2:12]([O:19][C:20]1[CH:21]=[CH:22][C:23]([S:29]([NH2:5])(=[O:31])=[O:30])=[N:24][C:25]=1[N+:26]([O-:28])=[O:27])[C:13]1[CH:14]=[CH:15][CH:16]=[CH:17][CH:18]=1, predict the reactants needed to synthesize it. The reactants are: S(O)(O[NH2:5])(=O)=O.C([O-])(=O)C.[Na+].[CH2:12]([O:19][C:20]1[CH:21]=[CH:22][C:23]([S:29]([O-:31])=[O:30])=[N:24][C:25]=1[N+:26]([O-:28])=[O:27])[C:13]1[CH:18]=[CH:17][CH:16]=[CH:15][CH:14]=1. (5) Given the product [Cl:1][C:2]1[CH:15]=[CH:14][C:5]2[N:6]([CH2:10][C:11]([N:27]3[CH2:28][CH2:29][C:24]([C:21]4[CH:22]=[CH:23][C:18]([Cl:17])=[C:19]([O:31][CH3:32])[CH:20]=4)([OH:30])[CH2:25][CH2:26]3)=[O:13])[C:7](=[O:9])[O:8][C:4]=2[CH:3]=1, predict the reactants needed to synthesize it. The reactants are: [Cl:1][C:2]1[CH:15]=[CH:14][C:5]2[N:6]([CH2:10][C:11]([OH:13])=O)[C:7](=[O:9])[O:8][C:4]=2[CH:3]=1.Cl.[Cl:17][C:18]1[CH:23]=[CH:22][C:21]([C:24]2([OH:30])[CH2:29][CH2:28][NH:27][CH2:26][CH2:25]2)=[CH:20][C:19]=1[O:31][CH3:32].F[P-](F)(F)(F)(F)F.N1(O[P+](N(C)C)(N(C)C)N(C)C)C2C=CC=CC=2N=N1.C(N(CC)CC)C.